From a dataset of Forward reaction prediction with 1.9M reactions from USPTO patents (1976-2016). Predict the product of the given reaction. (1) Given the reactants C[N:2](C)/[CH:3]=[C:4](\[C:8]([F:11])([F:10])[F:9])/[C:5](=O)[CH3:6].O.[NH2:14]N, predict the reaction product. The product is: [CH3:6][C:5]1[C:4]([C:8]([F:11])([F:10])[F:9])=[CH:3][NH:2][N:14]=1. (2) The product is: [NH:8]1[C:16]2[C:11](=[CH:12][CH:13]=[CH:14][CH:15]=2)[C:10]([CH2:17][CH:18]2[C:27]3[N:23]([C:24]([C:28]4[CH:29]=[CH:30][CH:31]=[CH:32][CH:33]=4)=[N:25][N:26]=3)[C:22]3[CH:34]=[CH:35][CH:36]=[CH:37][C:21]=3[N:20]([CH2:38][C:39]([N:40]([CH:49]([CH3:50])[CH3:51])[C:41]3[CH:42]=[N:43][C:44]([O:47][CH3:48])=[CH:45][CH:46]=3)=[O:52])[C:19]2=[O:53])=[N:9]1. Given the reactants C(OC([N:8]1[C:16]2[C:11](=[CH:12][CH:13]=[CH:14][CH:15]=2)[C:10]([CH2:17][CH:18]2[C:27]3[N:23]([C:24]([C:28]4[CH:33]=[CH:32][CH:31]=[CH:30][CH:29]=4)=[N:25][N:26]=3)[C:22]3[CH:34]=[CH:35][CH:36]=[CH:37][C:21]=3[N:20]([CH2:38][C:39](=[O:52])[N:40]([CH:49]([CH3:51])[CH3:50])[C:41]3[CH:42]=[N:43][C:44]([O:47][CH3:48])=[CH:45][CH:46]=3)[C:19]2=[O:53])=[N:9]1)=O)(C)(C)C.C(O)(C(F)(F)F)=O, predict the reaction product. (3) Given the reactants COC1C=CC([C:9]2(C)[CH:14]=[CH:13][C:12]([N:15]3[CH:19]=[CH:18][C:17]([CH2:20][CH:21]([C:24]4[CH:25]=[C:26]([CH3:30])[CH:27]=[CH:28][CH:29]=4)[C:22]#[N:23])=[N:16]3)=[CH:11][CH2:10]2)=CC=1.[N-:32]=[N+:33]=[N-:34].[Na+].[Cl-].[NH4+].CN([CH:41]=[O:42])C, predict the reaction product. The product is: [CH3:41][O:42][C:9]1[CH:10]=[CH:11][C:12]([N:15]2[C:19]([C:27]3[CH:26]=[CH:25][C:24]([CH3:21])=[CH:29][CH:28]=3)=[CH:18][C:17]([CH2:20][CH:21]([C:22]3[NH:23][N:34]=[N:33][N:32]=3)[C:24]3[CH:25]=[C:26]([CH3:30])[CH:27]=[CH:28][CH:29]=3)=[N:16]2)=[CH:13][CH:14]=1.